From a dataset of Serine/threonine kinase 33 screen with 319,792 compounds. Binary Classification. Given a drug SMILES string, predict its activity (active/inactive) in a high-throughput screening assay against a specified biological target. The compound is O=C(C1C(CC=CC1C)(C)C)CC(N(NC(=O)N)C(=O)C)C. The result is 0 (inactive).